Dataset: Drug-target binding data from BindingDB using IC50 measurements. Task: Regression. Given a target protein amino acid sequence and a drug SMILES string, predict the binding affinity score between them. We predict pIC50 (pIC50 = -log10(IC50 in M); higher means more potent). Dataset: bindingdb_ic50. (1) The pIC50 is 4.0. The compound is CC(C)(C)c1cc(NC(=O)c2c(Cl)cc(N3CCNCC3)cc2Cl)ccc1O. The target protein (Q96RI1) has sequence MVMQFQGLENPIQISPHCSCTPSGFFMEMMSMKPAKGVLTEQVAGPLGQNLEVEPYSQYSNVQFPQVQPQISSSSYYSNLGFYPQQPEEWYSPGIYELRRMPAETLYQGETEVAEMPVTKKPRMGASAGRIKGDELCVVCGDRASGYHYNALTCEGCKGFFRRSITKNAVYKCKNGGNCVMDMYMRRKCQECRLRKCKEMGMLAECMYTGLLTEIQCKSKRLRKNVKQHADQTVNEDSEGRDLRQVTSTTKSCREKTELTPDQQTLLHFIMDSYNKQRMPQEITNKILKEEFSAEENFLILTEMATNHVQVLVEFTKKLPGFQTLDHEDQIALLKGSAVEAMFLRSAEIFNKKLPSGHSDLLEERIRNSGISDEYITPMFSFYKSIGELKMTQEEYALLTAIVILSPDRQYIKDREAVEKLQEPLLDVLQKLCKIHQPENPQHFACLLGRLTELRTFNHHHAEMLMSWRVNDHKFTPLLCEIWDVQ. (2) The drug is Nc1ncnc2c1ncn2[C@H]1CC[C@H](OCC(=O)NO)C1. The target protein (O95622) has sequence MSGSKSVSPPGYAAQKTAAPAPRGGPEHRSAWGEADSRANGYPHAPGGSARGSTKKPGGAVTPQQQQRLASRWRSDDDDDPPLSGDDPLAGGFGFSFRSKSAWQERGGDDCGRGSRRQRRGAASGGSTRAPPAGGGGGSAAAAASAGGTEVRPRSVEVGLEERRGKGRAADELEAGAVEGGEGSGDGGSSADSGSGAGPGAVLSLGACCLALLQIFRSKKFPSDKLERLYQRYFFRLNQSSLTMLMAVLVLVCLVMLAFHAARPPLQLPYLAVLAAAVGVILIMAVLCNRAAFHQDHMGLACYALIAVVLAVQVVGLLLPQPRSASEGIWWTVFFIYTIYTLLPVRMRAAVLSGVLLSALHLAIALRTNAQDQFLLKQLVSNVLIFSCTNIVGVCTHYPAEVSQRQAFQETRECIQARLHSQRENQQQERLLLSVLPRHVAMEMKADINAKQEDMMFHKIYIQKHDNVSILFADIEGFTSLASQCTAQELVMTLNELFAR.... The pIC50 is 5.0. (3) The compound is O=C(CCCCCC(=O)NN=Cc1cc(O)ccc1Br)NO. The target protein sequence is MSNRKKVAYFHDPDIGSYYYGAGHPMKPQRIRMTHSLIVSYNLYKYMEVYRPHKSDVNELTLFHDYEYIDFLSSISLENYREFTYQLKRFNVGEATDCPVFDGLFQFQQSCAGASIDGASKLNHHCADICVNWSGGLHHAKMSEASGFCYINDIVLGILELLKYHARVMYIDIDVHHGDGVEEAFYVTHRVMTVSFHKFGDYFPGTGDITDVGVNHGKYYSVNVPLNDGMTDDAFVDLFKVVIDKCVQTYRPGAIIIQCGADSLTGDRLGRFNLTIKGHARCVEHVRSYNIPLLVLGGGGYTIRNVSRCWAYETGVVLNKHHEMPDQISLNDYYDYYAPDFQLHLQPSNIPNYNSPEHLSRIKMKIAENLRHIEHAPGVQFSYVPPDFFNSDIDDESDKNQYELKDDSGGGRAPGTRAKEHSTTHHLRRKNYDDDFFDLSDRDQSIVPY. The pIC50 is 7.3. (4) The drug is Cc1[nH]n(-c2ccc(C(C)C)cc2)c(=O)c1C1(C(F)(F)F)C(=O)N(c2ccccc2)C2=C1C(=O)CC(C)(C)C2. The target protein (Q9HB03) has sequence MVTAMNVSHEVNQLFQPYNFELSKDMRPFFEEYWATSFPIALIYLVLIAVGQNYMKERKGFNLQGPLILWSFCLAIFSILGAVRMWGIMGTVLLTGGLKQTVCFINFIDNSTVKFWSWVFLLSKVIELGDTAFIILRKRPLIFIHWYHHSTVLVYTSFGYKNKVPAGGWFVTMNFGVHAIMYTYYTLKAANVKPPKMLPMLITSLQILQMFVGAIVSILTYIWRQDQGCHTTMEHLFWSFILYMTYFILFAHFFCQTYIRPKVKAKTKSQ. The pIC50 is 7.2. (5) The target protein sequence is MSNGYEDHMAEDCRGDIGRTNLIVNYLPQNMTQDELRSLFSSIGEVESAKLIRDKVAGHSLGYGFVNYVTAKDAERAINTLNGLRLQSKTIKVSYARPSSEVIKDANLYISGLPRTMTQKDVEDMFSRFGRIINSRVLVDQTTGLSRGVAFIRFDKRSEAEEAITSFNGHKPPGSSEPIAVKFAANPNQNKNVALLSQLYHSPARRFGGPVHHQAQRFRFSPMGVDHMSGLSGVNVPGNASSGWCIFIYNLGQDADEGILWQMFGPFGAVTNVKVIRDFNTNKCKGFGFVTMTNYEEAAMAIASLNGYRLGDKILQVSFKTNKSHK. The drug is O=C(Nc1cccc([N+](=O)[O-])c1)c1ccc2ccccc2c1O. The pIC50 is 4.0. (6) The compound is COC(=O)CCCCCCCCSC/C=C(\C)C[C@@H]1OCC(C[C@@H]2O[C@H]2[C@@H](C)[C@H](C)O)[C@@H](O)[C@H]1O. The target protein (P00956) has sequence MSDYKSTLNLPETGFPMRGDLAKREPGMLARWTDDDLYGIIRAAKKGKKTFILHDGPPYANGSIHIGHSVNKILKDIIVKSKGLSGYDSPYVPGWDCHGLPIELKVEQEYGKPGEKFTAAEFRAKCREYAATQVDGQRKDFIRLGVLGDWSHPYLTMDFKTEANIIRALGKIIGNGHLHKGAKPVHWCVDCRSALAEAEVEYYDKTSPSIDVAFQAVDQDALKAKFAVSNVNGPISLVIWTTTPWTLPANRAISIAPDFDYALVQIDGQAVILAKDLVESVMQRIGVTDYTILGTVKGAELELLRFTHPFMGFDVPAILGDHVTLDAGTGAVHTAPGHGPDDYVIGQKYGLETANPVGPDGTYLPGTYPTLDGVNVFKANDIVVALLQEKGALLHVEKMQHSYPCCWRHKTPIIFRATPQWFVSMDQKGLRAQSLKEIKGVQWIPDWGQARIESMVANRPDWCISRQRTWGVPMSLFVHKDTEELHPRTLELMEEVAKRV.... The pIC50 is 4.7.